This data is from NCI-60 drug combinations with 297,098 pairs across 59 cell lines. The task is: Regression. Given two drug SMILES strings and cell line genomic features, predict the synergy score measuring deviation from expected non-interaction effect. Drug 1: C1=NC2=C(N1)C(=S)N=C(N2)N. Drug 2: CC1CCC2CC(C(=CC=CC=CC(CC(C(=O)C(C(C(=CC(C(=O)CC(OC(=O)C3CCCCN3C(=O)C(=O)C1(O2)O)C(C)CC4CCC(C(C4)OC)O)C)C)O)OC)C)C)C)OC. Cell line: COLO 205. Synergy scores: CSS=29.7, Synergy_ZIP=-13.1, Synergy_Bliss=-7.40, Synergy_Loewe=-8.06, Synergy_HSA=-4.83.